From a dataset of Full USPTO retrosynthesis dataset with 1.9M reactions from patents (1976-2016). Predict the reactants needed to synthesize the given product. (1) Given the product [CH2:10]1[N:11]2[CH:19]3[CH:18]4[N:14]([CH2:1][CH2:3][N:5]4[CH2:6][CH2:7][N:8]3[CH2:9]1)[CH2:13][CH2:12]2, predict the reactants needed to synthesize it. The reactants are: [CH:1]([CH:3]=O)=O.[NH2:5][CH2:6][CH2:7][NH:8][CH2:9][CH2:10][NH:11][CH2:12][CH2:13][NH2:14].N1[C:19]2C=CC=C[C:18]=2N=N1.[BH4-].[Na+]. (2) The reactants are: [CH3:1][N:2]([CH:4]=[C:5]1[CH2:9][CH2:8][O:7][C:6]1=[O:10])C.C(N)[C:12]1[CH:17]=[CH:16][CH:15]=[CH:14][CH:13]=1. Given the product [CH2:1]([NH:2][CH:4]=[C:5]1[CH2:9][CH2:8][O:7][C:6]1=[O:10])[C:12]1[CH:17]=[CH:16][CH:15]=[CH:14][CH:13]=1, predict the reactants needed to synthesize it.